The task is: Predict the reactants needed to synthesize the given product.. This data is from Full USPTO retrosynthesis dataset with 1.9M reactions from patents (1976-2016). (1) The reactants are: [CH3:1][O:2][C@@H:3]([CH2:7][C:8]1[CH:13]=[CH:12][CH:11]=[CH:10][CH:9]=1)[C:4]([OH:6])=[O:5].Br[CH2:15][C:16]#[N:17].C(N(CC)CC)C. Given the product [CH3:1][O:2][C@@H:3]([CH2:7][C:8]1[CH:13]=[CH:12][CH:11]=[CH:10][CH:9]=1)[C:4]([O:6][CH2:15][C:16]#[N:17])=[O:5], predict the reactants needed to synthesize it. (2) Given the product [F:35][C:12]([F:11])([C:16]1[CH:24]=[C:23]2[C:19]([C:20]([CH3:34])=[N:21][N:22]2[CH2:4][C:3]2[CH:6]=[C:7]([CH3:10])[CH:8]=[CH:9][C:2]=2[CH3:1])=[CH:18][CH:17]=1)[C:13]([OH:15])=[O:14], predict the reactants needed to synthesize it. The reactants are: [CH3:1][C:2]1[CH:9]=[CH:8][C:7]([CH3:10])=[CH:6][C:3]=1[CH2:4]Cl.[F:11][C:12]([F:35])([C:16]1[CH:24]=[C:23]2[C:19]([C:20]([CH3:34])=[N:21][N:22]2CC2C(C)=CC=CC=2C)=[CH:18][CH:17]=1)[C:13]([OH:15])=[O:14]. (3) Given the product [C:18]([C:20]1[CH:21]=[C:22]([S:27]([N:30]([CH2:36][C:37]2[CH:42]=[CH:41][C:40]([O:43][CH3:44])=[CH:39][C:38]=2[O:45][CH3:46])[C:31]2[S:35][N:34]=[CH:33][N:32]=2)(=[O:29])=[O:28])[CH:23]=[CH:24][C:25]=1[O:17][C:8]1[CH:9]=[CH:10][C:11]([C:13]([F:15])([F:16])[F:14])=[CH:12][C:7]=1[C:4]1[CH:5]=[CH:6][N:1]=[N:2][CH:3]=1)#[N:19], predict the reactants needed to synthesize it. The reactants are: [N:1]1[CH:6]=[CH:5][C:4]([C:7]2[CH:12]=[C:11]([C:13]([F:16])([F:15])[F:14])[CH:10]=[CH:9][C:8]=2[OH:17])=[CH:3][N:2]=1.[C:18]([C:20]1[CH:21]=[C:22]([S:27]([N:30]([CH2:36][C:37]2[CH:42]=[CH:41][C:40]([O:43][CH3:44])=[CH:39][C:38]=2[O:45][CH3:46])[C:31]2[S:35][N:34]=[CH:33][N:32]=2)(=[O:29])=[O:28])[CH:23]=[CH:24][C:25]=1F)#[N:19].C(=O)([O-])[O-].[K+].[K+].O.